This data is from Forward reaction prediction with 1.9M reactions from USPTO patents (1976-2016). The task is: Predict the product of the given reaction. (1) Given the reactants [C:1]([C:3]1[C:4]([C:9]2[CH:14]=[CH:13][CH:12]=[CH:11][CH:10]=2)=[N:5][O:6][C:7]=1[CH3:8])#[CH:2].I[C:16]1[N:17]([CH3:21])[CH:18]=[CH:19][N:20]=1, predict the reaction product. The product is: [CH3:8][C:7]1[O:6][N:5]=[C:4]([C:9]2[CH:14]=[CH:13][CH:12]=[CH:11][CH:10]=2)[C:3]=1[C:1]#[C:2][C:16]1[N:17]([CH3:21])[CH:18]=[CH:19][N:20]=1. (2) Given the reactants [OH-].[Na+].C([O:5][C:6](=[O:36])[CH2:7][N:8]1[CH2:17][CH2:16][C:15]2[C:10](=[CH:11][CH:12]=[C:13]([C:19]3[N:23]=[C:22]([C:24]4[CH:29]=[CH:28][C:27]([O:30][CH:31]([CH3:33])[CH3:32])=[C:26]([C:34]#[N:35])[CH:25]=4)[O:21][N:20]=3)[C:14]=2[CH3:18])[CH2:9]1)C, predict the reaction product. The product is: [C:34]([C:26]1[CH:25]=[C:24]([C:22]2[O:21][N:20]=[C:19]([C:13]3[C:14]([CH3:18])=[C:15]4[C:10](=[CH:11][CH:12]=3)[CH2:9][N:8]([CH2:7][C:6]([OH:36])=[O:5])[CH2:17][CH2:16]4)[N:23]=2)[CH:29]=[CH:28][C:27]=1[O:30][CH:31]([CH3:33])[CH3:32])#[N:35]. (3) Given the reactants [Cl:1][C:2]1[CH:3]=[C:4]([NH:10][CH2:11][CH2:12][C:13]2[CH:18]=[CH:17][C:16]([C:19]([F:22])([F:21])[F:20])=[CH:15][CH:14]=2)[CH:5]=[CH:6][C:7]=1[O:8][CH3:9].C(OC([NH:30][CH:31]([C:35]1[CH:40]=[CH:39][CH:38]=[CH:37][C:36]=1[O:41][CH3:42])[C:32](O)=[O:33])=O)(C)(C)C, predict the reaction product. The product is: [NH2:30][CH:31]([C:35]1[CH:40]=[CH:39][CH:38]=[CH:37][C:36]=1[O:41][CH3:42])[C:32]([N:10]([C:4]1[CH:5]=[CH:6][C:7]([O:8][CH3:9])=[C:2]([Cl:1])[CH:3]=1)[CH2:11][CH2:12][C:13]1[CH:18]=[CH:17][C:16]([C:19]([F:20])([F:21])[F:22])=[CH:15][CH:14]=1)=[O:33]. (4) Given the reactants O=[C:2]1[C:11]2[C:6](=[CH:7][CH:8]=[C:9]([C@@H:12]3[CH2:21][CH2:20][C@@:14]4([NH:18][C:17](=[O:19])[O:16][CH2:15]4)[CH2:13]3)[CH:10]=2)[CH2:5][CH:4]([C:22]([O:24][CH3:25])=[O:23])[CH2:3]1, predict the reaction product. The product is: [O:19]=[C:17]1[O:16][CH2:15][C@:14]2([CH2:20][CH2:21][C@@H:12]([C:9]3[CH:10]=[C:11]4[C:6](=[CH:7][CH:8]=3)[CH2:5][CH:4]([C:22]([O:24][CH3:25])=[O:23])[CH2:3][CH2:2]4)[CH2:13]2)[NH:18]1. (5) Given the reactants [CH:1]1[C:11]2[CH2:10][C:9]3([CH2:15][CH2:14][CH:13]([N:16]4[CH2:21][CH2:20][C:19]([F:27])([C:22]([O:24]CC)=[O:23])[CH2:18][CH2:17]4)[CH2:12]3)[C:8]3[CH:28]=[CH:29][CH:30]=[CH:31][C:7]=3[CH2:6][C:5]=2[CH:4]=[CH:3][CH:2]=1.[Li+].[OH-], predict the reaction product. The product is: [CH:1]1[C:11]2[CH2:10][C:9]3([CH2:15][CH2:14][CH:13]([N:16]4[CH2:21][CH2:20][C:19]([F:27])([C:22]([OH:24])=[O:23])[CH2:18][CH2:17]4)[CH2:12]3)[C:8]3[CH:28]=[CH:29][CH:30]=[CH:31][C:7]=3[CH2:6][C:5]=2[CH:4]=[CH:3][CH:2]=1. (6) Given the reactants [Si]([O:8][CH2:9][CH2:10][C@@H:11]([NH:27][S:28]([C:31]1[CH:36]=[CH:35][C:34]([F:37])=[CH:33][CH:32]=1)(=[O:30])=[O:29])[CH2:12][N:13]1[C:17]2=[N:18][CH:19]=[CH:20][CH:21]=[C:16]2[C:15]([CH2:22][C:23]([O:25][CH3:26])=[O:24])=[CH:14]1)(C(C)(C)C)(C)C.CCCC[N+](CCCC)(CCCC)CCCC.[F-], predict the reaction product. The product is: [F:37][C:34]1[CH:35]=[CH:36][C:31]([S:28]([NH:27][C@H:11]([CH2:10][CH2:9][OH:8])[CH2:12][N:13]2[C:17]3=[N:18][CH:19]=[CH:20][CH:21]=[C:16]3[C:15]([CH2:22][C:23]([O:25][CH3:26])=[O:24])=[CH:14]2)(=[O:30])=[O:29])=[CH:32][CH:33]=1.